Dataset: Catalyst prediction with 721,799 reactions and 888 catalyst types from USPTO. Task: Predict which catalyst facilitates the given reaction. (1) Reactant: [CH2:1]([C:4]1[C:9]([C:10]([O:12][CH2:13][CH3:14])=[O:11])=[CH:8][C:7]([C:15]([O:17]CC)=O)=[C:6]([CH:20]=[CH2:21])[N:5]=1)[CH2:2][CH3:3].[NH2:22][CH:23]1[CH2:28][CH2:27][N:26]([C:29]([O:31][C:32]([CH3:35])([CH3:34])[CH3:33])=[O:30])[CH2:25][CH2:24]1.C(N(C(C)C)C(C)C)C.O. Product: [C:32]([O:31][C:29]([N:26]1[CH2:27][CH2:28][CH:23]([N:22]2[CH2:21][CH2:20][C:6]3[N:5]=[C:4]([CH2:1][CH2:2][CH3:3])[C:9]([C:10]([O:12][CH2:13][CH3:14])=[O:11])=[CH:8][C:7]=3[C:15]2=[O:17])[CH2:24][CH2:25]1)=[O:30])([CH3:35])([CH3:33])[CH3:34]. The catalyst class is: 44. (2) Reactant: [NH2:1][C:2]1[CH:11]=[CH:10][C:5]([C:6]([O:8][CH3:9])=[O:7])=[C:4]([OH:12])[CH:3]=1.Br[CH2:14][CH2:15][CH2:16][Cl:17].C(=O)([O-])[O-].[Cs+].[Cs+].O. Product: [NH2:1][C:2]1[CH:11]=[CH:10][C:5]([C:6]([O:8][CH3:9])=[O:7])=[C:4]([O:12][CH2:14][CH2:15][CH2:16][Cl:17])[CH:3]=1. The catalyst class is: 3.